This data is from Aqueous solubility values for 9,982 compounds from the AqSolDB database. The task is: Regression/Classification. Given a drug SMILES string, predict its absorption, distribution, metabolism, or excretion properties. Task type varies by dataset: regression for continuous measurements (e.g., permeability, clearance, half-life) or binary classification for categorical outcomes (e.g., BBB penetration, CYP inhibition). For this dataset (solubility_aqsoldb), we predict Y. (1) The molecule is OC(Cn1cncn1)(c1ccc(F)cc1)c1ccccc1F. The Y is -3.37 log mol/L. (2) The compound is S=S=[Ni][Ni][Ni]. The Y is -4.51 log mol/L. (3) The compound is O=C(OCC(=O)N1CCCC1)c1ccccc1. The Y is -1.57 log mol/L.